Dataset: Reaction yield outcomes from USPTO patents with 853,638 reactions. Task: Predict the reaction yield, written as a fraction of the theoretical maximum amount of product (1.0 means a 100% yield; for example, 0.34 means a 34% yield). (1) The reactants are F[C:2]1[CH:7]=[CH:6][C:5]([N+:8]([O-])=O)=[CH:4][CH:3]=1.C(=O)([O-])[O-].[K+].[K+].[OH:17][C@H:18]1[CH2:22][NH:21][C@H:20]([C:23]([OH:25])=[O:24])[CH2:19]1.Cl. The catalyst is O. The product is [NH2:8][C:5]1[CH:6]=[CH:7][C:2]([N:21]2[CH2:22][CH:18]([OH:17])[CH2:19][CH:20]2[C:23]([OH:25])=[O:24])=[CH:3][CH:4]=1. The yield is 0.890. (2) The reactants are [CH2:1]([C:5]1[N:6]=[C:7]([CH3:27])[NH:8][C:9](=[O:26])[C:10]=1[CH2:11][C:12]1[CH:17]=[CH:16][C:15]([C:18]2[C:19]([C:24]#[N:25])=[CH:20][CH:21]=[CH:22][CH:23]=2)=[CH:14][CH:13]=1)[CH2:2][CH2:3][CH3:4].C(=O)([O-])[O-].[K+].[K+].Cl[CH2:35][C:36]1[N:37]=[C:38]([C:41]2[CH:46]=[CH:45][CH:44]=[CH:43][N:42]=2)[S:39][CH:40]=1.CN(C)C=O. The catalyst is C(OCC)(=O)C. The product is [CH2:1]([C:5]1[N:6]=[C:7]([CH3:27])[N:8]([CH2:35][C:36]2[N:37]=[C:38]([C:41]3[CH:46]=[CH:45][CH:44]=[CH:43][N:42]=3)[S:39][CH:40]=2)[C:9](=[O:26])[C:10]=1[CH2:11][C:12]1[CH:17]=[CH:16][C:15]([C:18]2[C:19]([C:24]#[N:25])=[CH:20][CH:21]=[CH:22][CH:23]=2)=[CH:14][CH:13]=1)[CH2:2][CH2:3][CH3:4]. The yield is 0.440. (3) The reactants are [Cl:1][C:2]1[CH:3]=[CH:4][CH:5]=[C:6]2[C:11]=1[CH:10]=[N:9][C:8](N)=[CH:7]2.N([O-])=O.[Na+].C(=O)(O)[O-].[Na+].[ClH:22]. No catalyst specified. The product is [Cl:22][C:8]1[N:9]=[CH:10][C:11]2[C:6]([CH:7]=1)=[CH:5][CH:4]=[CH:3][C:2]=2[Cl:1]. The yield is 0.450.